Predict the reactants needed to synthesize the given product. From a dataset of Full USPTO retrosynthesis dataset with 1.9M reactions from patents (1976-2016). (1) The reactants are: [O:1]1[CH2:6][CH2:5][O:4]CC1.N([CH:11]([CH3:13])[CH3:12])C(C)C.Br[C:15]1[CH:20]=[CH:19][C:18]([C:21]([C:23]([C:25]2[CH:30]=[CH:29][C:28](Br)=[CH:27][CH:26]=2)=O)=O)=[CH:17][CH:16]=1.[C:32]([C:34]1[CH:39]=[CH:38][C:37]([C:40]([F:43])([F:42])[F:41])=[CH:36][CH:35]=1)#[CH:33]. Given the product [F:41][C:40]([F:43])([F:42])[C:15]1[CH:20]=[CH:19][C:18]([C:21]#[C:23][C:25]2[CH:30]=[CH:29][C:28]([C:5](=[O:4])[C:6]([C:12]3[CH:11]=[CH:13][C:34]([C:33]#[C:32][C:34]4[CH:39]=[CH:38][C:37]([C:40]([F:41])([F:42])[F:43])=[CH:36][CH:35]=4)=[CH:32][CH:33]=3)=[O:1])=[CH:27][CH:26]=2)=[CH:17][CH:16]=1, predict the reactants needed to synthesize it. (2) Given the product [CH2:18]([C:15]1[CH:16]=[C:9]([O:8][C:5]2[CH:4]=[CH:3][C:2]([Br:1])=[CH:7][N:6]=2)[CH:10]=[CH:11][C:12]=1[CH:13]=[O:14])[CH3:19], predict the reactants needed to synthesize it. The reactants are: [Br:1][C:2]1[CH:3]=[CH:4][C:5]([O:8][C:9]2[CH:16]=[CH:15][C:12]([CH:13]=[O:14])=[CH:11][CH:10]=2)=[N:6][CH:7]=1.O[C:18]1C=CC(C=O)=C[CH:19]=1.BrC1C=CC(Br)=CN=1.C([O-])([O-])=O.[K+].[K+].C([O-])(O)=O.[Na+]. (3) Given the product [O:30]1[CH:31]=[CH:32][CH:33]=[C:29]1[C:27]1[N:28]=[C:24]([NH:23][C:21](=[O:22])[CH2:20][N:10]2[CH2:11][CH2:12][N:7]([CH:4]3[CH2:5][CH2:6][O:1][CH2:2][CH2:3]3)[CH2:8][CH2:9]2)[S:25][C:26]=1[C:34]([CH:36]1[CH2:37][CH2:38][O:39][CH2:40][CH2:41]1)=[O:35], predict the reactants needed to synthesize it. The reactants are: [O:1]1[CH2:6][CH2:5][CH:4]([N:7]2[CH2:12][CH2:11][NH:10][CH2:9][CH2:8]2)[CH2:3][CH2:2]1.CNC.C(O)C.Br[CH2:20][C:21]([NH:23][C:24]1[S:25][C:26]([C:34]([CH:36]2[CH2:41][CH2:40][O:39][CH2:38][CH2:37]2)=[O:35])=[C:27]([C:29]2[O:30][CH:31]=[CH:32][CH:33]=2)[N:28]=1)=[O:22].